From a dataset of Forward reaction prediction with 1.9M reactions from USPTO patents (1976-2016). Predict the product of the given reaction. (1) Given the reactants [Br:1][C:2]1[S:6][CH:5]=[C:4]([C:7]([NH:9][CH2:10][CH3:11])=[O:8])[CH:3]=1.C(N(CC)C(C1[C:21]([Si:22](C)([CH3:24])[CH3:23])=CO[C:21]=1[Si:22](C)([CH3:24])[CH3:23])=O)C.C[Si](Cl)(C)C, predict the reaction product. The product is: [Br:1][C:2]1[S:6][C:5]([Si:22]([CH3:24])([CH3:23])[CH3:21])=[C:4]([C:7]([NH:9][CH2:10][CH3:11])=[O:8])[CH:3]=1. (2) Given the reactants [CH:1]1([C:4]2([C:9]3[CH:10]=[C:11]([CH2:14][O:15][Si](C(C)C)(C(C)C)C(C)C)[S:12][CH:13]=3)[CH2:8][CH2:7][CH2:6][O:5]2)[CH2:3][CH2:2]1, predict the reaction product. The product is: [CH:1]1([C:4]2([C:9]3[CH:10]=[C:11]([CH2:14][OH:15])[S:12][CH:13]=3)[CH2:8][CH2:7][CH2:6][O:5]2)[CH2:2][CH2:3]1. (3) Given the reactants [Br:1][CH2:2][C@@H:3]([OH:13])[CH2:4][C:5]1[CH:10]=[C:9]([F:11])[CH:8]=[CH:7][C:6]=1O.C1(P(C2C=CC=CC=2)C2C=CC=CC=2)C=CC=CC=1.CCOC(/N=N/C(OCC)=O)=O.CC1C=CC(S(OCC2CC3C=CC=C(CC4C=CC=CC=4)C=3O2)(=O)=O)=CC=1, predict the reaction product. The product is: [Br:1][CH2:2][C@H:3]1[CH2:4][C:5]2[CH:10]=[C:9]([F:11])[CH:8]=[CH:7][C:6]=2[O:13]1. (4) Given the reactants [CH2:1]([CH:3]1[C:8]2[NH:9][C:10]3[C:15]([C:7]=2[CH2:6][CH2:5][N:4]1[CH3:17])=[CH:14][C:13]([CH3:16])=[CH:12][CH:11]=3)[CH3:2].N1C2C(=CC=C3C=2N=CC=C3)C=CC=1.[O-]P([O-])([O-])=O.[K+].[K+].[K+].Br[C:41]#[C:42][C:43]1[CH:48]=[CH:47][C:46]([Cl:49])=[CH:45][CH:44]=1, predict the reaction product. The product is: [Cl:49][C:46]1[CH:47]=[CH:48][C:43]([C:42]#[C:41][N:9]2[C:10]3[C:15](=[CH:14][C:13]([CH3:16])=[CH:12][CH:11]=3)[C:7]3[CH2:6][CH2:5][N:4]([CH3:17])[CH:3]([CH2:1][CH3:2])[C:8]2=3)=[CH:44][CH:45]=1.